The task is: Regression. Given a peptide amino acid sequence and an MHC pseudo amino acid sequence, predict their binding affinity value. This is MHC class I binding data.. This data is from Peptide-MHC class I binding affinity with 185,985 pairs from IEDB/IMGT. The MHC is HLA-B53:01 with pseudo-sequence HLA-B53:01. The binding affinity (normalized) is 0. The peptide sequence is PLALEGSLQK.